From a dataset of Catalyst prediction with 721,799 reactions and 888 catalyst types from USPTO. Predict which catalyst facilitates the given reaction. (1) Reactant: [H-].[H-].[H-].[H-].[Li+].[Al+3].[CH:7]1([C:10]2[O:14][N:13]=[C:12]([C:15]3[CH:20]=[CH:19][CH:18]=[CH:17][C:16]=3[O:21][C:22]([F:25])([F:24])[F:23])[C:11]=2[C:26](OC)=[O:27])[CH2:9][CH2:8]1. Product: [CH:7]1([C:10]2[O:14][N:13]=[C:12]([C:15]3[CH:20]=[CH:19][CH:18]=[CH:17][C:16]=3[O:21][C:22]([F:25])([F:23])[F:24])[C:11]=2[CH2:26][OH:27])[CH2:8][CH2:9]1. The catalyst class is: 7. (2) Reactant: Br[C:2]1[CH:3]=[C:4]2[N:10]=[C:9]([CH2:11][N:12]3[C:16]4[CH:17]=[N:18][CH:19]=[CH:20][C:15]=4[N:14]([CH:21]4[CH2:23][CH2:22]4)[C:13]3=[O:24])[N:8]([CH2:25][CH2:26][CH:27]([CH3:29])[CH3:28])[C:5]2=[N:6][CH:7]=1.[C:30]([Zn]C#N)#[N:31].C(N(CC)CC)C. Product: [CH:21]1([N:14]2[C:15]3[CH:20]=[CH:19][N:18]=[CH:17][C:16]=3[N:12]([CH2:11][C:9]3[N:8]([CH2:25][CH2:26][CH:27]([CH3:29])[CH3:28])[C:5]4=[N:6][CH:7]=[C:2]([C:30]#[N:31])[CH:3]=[C:4]4[N:10]=3)[C:13]2=[O:24])[CH2:23][CH2:22]1. The catalyst class is: 12. (3) Reactant: [F:1][C:2]1[CH:7]=[CH:6][CH:5]=[CH:4][C:3]=1[C:8]1[CH:9]=[C:10]([CH:13]=[CH:14][N:15]=1)[C:11]#N.[CH3:16][Mg]Br.Cl.[OH-:20].[Na+]. Product: [F:1][C:2]1[CH:7]=[CH:6][CH:5]=[CH:4][C:3]=1[C:8]1[CH:9]=[C:10]([C:11](=[O:20])[CH3:16])[CH:13]=[CH:14][N:15]=1. The catalyst class is: 27. (4) Reactant: [CH3:1][N:2]1[CH:6]=[C:5]([C:7]2[CH:12]=[C:11]([O:13][C:14]3[CH:15]=[CH:16][C:17]([NH2:20])=[N:18][CH:19]=3)[CH:10]=[CH:9][N:8]=2)[CH:4]=[N:3]1.N1C=CC=CC=1.[O:27]=[C:28]1[N:32]([CH:33]2[CH2:38][CH2:37][O:36][CH2:35][CH2:34]2)[CH2:31][CH2:30][N:29]1[C:39](Cl)=[O:40]. Product: [CH3:1][N:2]1[CH:6]=[C:5]([C:7]2[CH:12]=[C:11]([O:13][C:14]3[CH:15]=[CH:16][C:17]([NH:20][C:39]([N:29]4[CH2:30][CH2:31][N:32]([CH:33]5[CH2:38][CH2:37][O:36][CH2:35][CH2:34]5)[C:28]4=[O:27])=[O:40])=[N:18][CH:19]=3)[CH:10]=[CH:9][N:8]=2)[CH:4]=[N:3]1. The catalyst class is: 34. (5) Reactant: [O:1]([C:8]1[CH:17]=[CH:16][C:11]([O:12][CH2:13][CH2:14]O)=[CH:10][CH:9]=1)[C:2]1[CH:7]=[CH:6][CH:5]=[CH:4][CH:3]=1.C1(P(C2C=CC=CC=2)C2C=CC=CC=2)C=CC=CC=1.[Br:37]N1C(=O)CCC1=O. Product: [Br:37][CH2:14][CH2:13][O:12][C:11]1[CH:16]=[CH:17][C:8]([O:1][C:2]2[CH:7]=[CH:6][CH:5]=[CH:4][CH:3]=2)=[CH:9][CH:10]=1. The catalyst class is: 4. (6) Reactant: [Br:1][C:2]1[CH:3]=[N:4][NH:5][CH:6]=1.C([O-])([O-])=O.[K+].[K+].Br[CH2:14][CH:15]1[CH2:17][CH2:16]1. Product: [Br:1][C:2]1[CH:3]=[N:4][N:5]([CH2:14][CH:15]2[CH2:17][CH2:16]2)[CH:6]=1. The catalyst class is: 3.